This data is from Forward reaction prediction with 1.9M reactions from USPTO patents (1976-2016). The task is: Predict the product of the given reaction. (1) Given the reactants [Cl:1][C:2]1[CH:3]=[C:4]([NH:8][CH2:9][C:10]2[C:19]3[C:14](=[C:15]([F:20])[CH:16]=[CH:17][CH:18]=3)[NH:13][C:12](=[O:21])[CH:11]=2)[CH:5]=[CH:6][CH:7]=1.[N:22]1[C:31]2[C:26](=[CH:27][C:28]([C:32](O)=[O:33])=[CH:29][CH:30]=2)[CH:25]=[CH:24][CH:23]=1, predict the reaction product. The product is: [Cl:1][C:2]1[CH:3]=[C:4]([N:8]([CH2:9][C:10]2[C:19]3[C:14](=[C:15]([F:20])[CH:16]=[CH:17][CH:18]=3)[NH:13][C:12](=[O:21])[CH:11]=2)[C:32]([C:28]2[CH:27]=[C:26]3[C:31](=[CH:30][CH:29]=2)[N:22]=[CH:23][CH:24]=[CH:25]3)=[O:33])[CH:5]=[CH:6][CH:7]=1. (2) Given the reactants Br[C:2]1[CH:3]=[C:4]2[C:10]([I:11])=[CH:9][N:8]([S:12]([C:15]3[CH:21]=[CH:20][C:18]([CH3:19])=[CH:17][CH:16]=3)(=[O:14])=[O:13])[C:5]2=[N:6][CH:7]=1.IC1C2C(=NC=C([C:32]3[CH:33]=[C:34]([NH:38][S:39]([CH3:42])(=[O:41])=[O:40])[CH:35]=[CH:36][CH:37]=3)C=2)NC=1.C1(C)C=CC(S(Cl)(=O)=O)=CC=1.[H-].[Na+], predict the reaction product. The product is: [I:11][C:10]1[C:4]2[C:5](=[N:6][CH:7]=[C:2]([C:32]3[CH:33]=[C:34]([NH:38][S:39]([CH3:42])(=[O:40])=[O:41])[CH:35]=[CH:36][CH:37]=3)[CH:3]=2)[N:8]([S:12]([C:15]2[CH:21]=[CH:20][C:18]([CH3:19])=[CH:17][CH:16]=2)(=[O:14])=[O:13])[CH:9]=1. (3) Given the reactants [C:1]1(=[O:11])[NH:5][C:4](=[O:6])[C:3]2=[CH:7][CH:8]=[CH:9][CH:10]=[C:2]12.[K].Cl[CH2:14][C:15]1[N:16]([CH2:29][CH:30]([CH3:32])[CH3:31])[C:17]2[C:26]3[CH:25]=[CH:24][CH:23]=[CH:22][C:21]=3[N:20]=[C:19]([NH2:27])[C:18]=2[N:28]=1.O, predict the reaction product. The product is: [NH2:27][C:19]1[C:18]2[N:28]=[C:15]([CH2:14][N:5]3[C:1](=[O:11])[C:2]4[C:3](=[CH:7][CH:8]=[CH:9][CH:10]=4)[C:4]3=[O:6])[N:16]([CH2:29][CH:30]([CH3:31])[CH3:32])[C:17]=2[C:26]2[CH:25]=[CH:24][CH:23]=[CH:22][C:21]=2[N:20]=1. (4) Given the reactants Br[C:2]1[C:3]([N:22]([CH3:32])[S:23]([C:26]2[CH:31]=[CH:30][CH:29]=[CH:28][CH:27]=2)(=[O:25])=[O:24])=[CH:4][C:5]2[O:9][C:8]([C:10]3[CH:15]=[CH:14][C:13]([F:16])=[CH:12][CH:11]=3)=[C:7]([C:17]([NH:19][CH3:20])=[O:18])[C:6]=2[CH:21]=1.CC1(C)C(C)(C)OB([C:41]2[CH:42]=[C:43]([C:47]3[O:48][C:49]4[C:50]([N:55]=3)=[N:51][CH:52]=[CH:53][CH:54]=4)[CH:44]=[CH:45][CH:46]=2)O1.C([O-])([O-])=O.[K+].[K+], predict the reaction product. The product is: [F:16][C:13]1[CH:14]=[CH:15][C:10]([C:8]2[O:9][C:5]3[CH:4]=[C:3]([N:22]([CH3:32])[S:23]([C:26]4[CH:31]=[CH:30][CH:29]=[CH:28][CH:27]=4)(=[O:25])=[O:24])[C:2]([C:45]4[CH:46]=[CH:41][CH:42]=[C:43]([C:47]5[O:48][C:49]6[C:50]([N:55]=5)=[N:51][CH:52]=[CH:53][CH:54]=6)[CH:44]=4)=[CH:21][C:6]=3[C:7]=2[C:17]([NH:19][CH3:20])=[O:18])=[CH:11][CH:12]=1.